Task: Regression/Classification. Given a drug SMILES string, predict its absorption, distribution, metabolism, or excretion properties. Task type varies by dataset: regression for continuous measurements (e.g., permeability, clearance, half-life) or binary classification for categorical outcomes (e.g., BBB penetration, CYP inhibition). Dataset: cyp2c19_veith.. Dataset: CYP2C19 inhibition data for predicting drug metabolism from PubChem BioAssay The molecule is O=Nc1c(O)n(Cc2ccc(Cl)cc2)c2ccccc12. The result is 1 (inhibitor).